Predict the reaction yield, written as a fraction of the theoretical maximum amount of product (1.0 means a 100% yield; for example, 0.34 means a 34% yield). From a dataset of Reaction yield outcomes from USPTO patents with 853,638 reactions. The reactants are N1C=CC=CC=1.[CH3:7][N:8]1[C:12]([NH2:13])=[CH:11][C:10]([CH3:14])=[N:9]1.[C:15](OC(=O)C)(=[O:17])[CH3:16]. No catalyst specified. The product is [CH3:7][N:8]1[C:12]([NH:13][C:15](=[O:17])[CH3:16])=[CH:11][C:10]([CH3:14])=[N:9]1. The yield is 1.00.